This data is from Full USPTO retrosynthesis dataset with 1.9M reactions from patents (1976-2016). The task is: Predict the reactants needed to synthesize the given product. (1) Given the product [CH3:14][CH:15]1[CH2:19][CH2:18][CH2:17][N:16]1[C:2]1[CH:9]=[CH:8][C:5]([C:6]#[N:7])=[C:4]([C:10]([F:13])([F:12])[F:11])[CH:3]=1, predict the reactants needed to synthesize it. The reactants are: F[C:2]1[CH:9]=[CH:8][C:5]([C:6]#[N:7])=[C:4]([C:10]([F:13])([F:12])[F:11])[CH:3]=1.[CH3:14][CH:15]1[CH2:19][CH2:18][CH2:17][NH:16]1. (2) Given the product [Cl:1][C:2]1[CH:3]=[CH:4][C:5]2[N:11]3[C:12]([C:15]([F:18])([F:17])[F:16])=[N:13][N:14]=[C:10]3[C@@H:9]([CH2:19][C:20]([NH:46][C@@H:50]([CH2:51][CH:52]([CH3:53])[CH3:61])[C:55]([O:56][CH2:34][CH3:35])=[O:58])=[O:22])[O:8][C@H:7]([C:23]3[CH:28]=[CH:27][CH:26]=[C:25]([O:29][CH3:30])[C:24]=3[Cl:31])[C:6]=2[CH:32]=1.[Cl:1][C:2]1[CH:3]=[CH:4][C:5]2[N:11]3[C:12]([C:15]([F:18])([F:17])[F:16])=[N:13][N:14]=[C:10]3[C@H:9]([CH2:19][C:20]([NH:46][C@@H:50]([CH2:51][CH:52]([CH3:53])[CH3:61])[C:55]([O:56][CH2:34][CH3:35])=[O:58])=[O:22])[O:8][C@@H:7]([C:23]3[CH:28]=[CH:27][CH:26]=[C:25]([O:29][CH3:30])[C:24]=3[Cl:31])[C:6]=2[CH:32]=1, predict the reactants needed to synthesize it. The reactants are: [Cl:1][C:2]1[CH:3]=[CH:4][C:5]2[N:11]3[C:12]([C:15]([F:18])([F:17])[F:16])=[N:13][N:14]=[C:10]3[C@@H:9]([CH2:19][C:20]([OH:22])=O)[O:8][C@H:7]([C:23]3[CH:28]=[CH:27][CH:26]=[C:25]([O:29][CH3:30])[C:24]=3[Cl:31])[C:6]=2[CH:32]=1.Cl.[CH2:34](N=C=NCCCN(C)C)[CH3:35].O[N:46]1[C:50]2[CH:51]=[CH:52][CH:53]=CC=2N=N1.[C:55](=[O:58])([O-])[OH:56].[Na+].Cl[CH2:61]Cl. (3) Given the product [CH2:8]([O:15][C:16]1[CH:21]=[CH:20][C:19]([N:22]2[CH2:26][C@H:25]([CH2:27][N:1]3[CH:5]=[CH:4][CH:3]=[N:2]3)[O:24][C:23]2=[O:33])=[CH:18][C:17]=1[F:34])[C:9]1[CH:10]=[CH:11][CH:12]=[CH:13][CH:14]=1, predict the reactants needed to synthesize it. The reactants are: [NH:1]1[CH:5]=[CH:4][CH:3]=[N:2]1.[H-].[Na+].[CH2:8]([O:15][C:16]1[CH:21]=[CH:20][C:19]([N:22]2[CH2:26][C@H:25]([CH2:27]OS(C)(=O)=O)[O:24][C:23]2=[O:33])=[CH:18][C:17]=1[F:34])[C:9]1[CH:14]=[CH:13][CH:12]=[CH:11][CH:10]=1. (4) Given the product [C:12]([C:11]1[CH:14]=[CH:15][C:8]([N:5]2[C:6](=[O:7])[C:2]([CH3:31])([CH3:1])[N:3]([CH2:21][CH2:22][CH2:23][CH2:24][N:25]3[CH2:30][CH2:29][N:28]([CH2:33][CH2:34][O:35][CH2:36][C:37]4[CH:38]=[CH:39][C:40]([OH:46])=[C:41]([CH:45]=4)[C:42]([NH2:44])=[O:43])[CH2:27][CH2:26]3)[C:4]2=[O:20])=[CH:9][C:10]=1[C:16]([F:19])([F:18])[F:17])#[N:13], predict the reactants needed to synthesize it. The reactants are: [CH3:1][C:2]1([CH3:31])[C:6](=[O:7])[N:5]([C:8]2[CH:15]=[CH:14][C:11]([C:12]#[N:13])=[C:10]([C:16]([F:19])([F:18])[F:17])[CH:9]=2)[C:4](=[O:20])[N:3]1[CH2:21][CH2:22][CH2:23][CH2:24][N:25]1[CH2:30][CH2:29][NH:28][CH2:27][CH2:26]1.Br[CH2:33][CH2:34][O:35][CH2:36][C:37]1[CH:38]=[CH:39][C:40]([OH:46])=[C:41]([CH:45]=1)[C:42]([NH2:44])=[O:43].C(N(CC)CC)C. (5) Given the product [CH2:25]([O:27][C:28]([C:30]1([C:33]2[CH:38]=[CH:37][CH:36]=[CH:35][C:34]=2[C:2]2[CH:7]=[CH:6][C:5]([C:8]3[O:12][N:11]=[C:10]([CH3:13])[C:9]=3[CH:14]([OH:24])[CH2:15][CH2:16][CH2:17][C:18]3[CH:23]=[CH:22][CH:21]=[CH:20][CH:19]=3)=[CH:4][CH:3]=2)[CH2:31][CH2:32]1)=[O:29])[CH3:26], predict the reactants needed to synthesize it. The reactants are: Br[C:2]1[CH:7]=[CH:6][C:5]([C:8]2[O:12][N:11]=[C:10]([CH3:13])[C:9]=2[CH:14]([OH:24])[CH2:15][CH2:16][CH2:17][C:18]2[CH:23]=[CH:22][CH:21]=[CH:20][CH:19]=2)=[CH:4][CH:3]=1.[CH2:25]([O:27][C:28]([C:30]1([C:33]2[CH:38]=[CH:37][CH:36]=[CH:35][C:34]=2B2OC(C)(C)C(C)(C)O2)[CH2:32][CH2:31]1)=[O:29])[CH3:26].